This data is from Catalyst prediction with 721,799 reactions and 888 catalyst types from USPTO. The task is: Predict which catalyst facilitates the given reaction. Reactant: [F:1][C:2]([F:23])([F:22])[C:3]1[CH:21]=[CH:20][CH:19]=[CH:18][C:4]=1[O:5][CH:6]1[CH2:11][CH2:10][N:9]([C:12]2[S:16][C:15]([NH2:17])=[N:14][N:13]=2)[CH2:8][CH2:7]1.C(N(CC)CC)C.[C:31](Cl)(=[O:33])[CH3:32]. Product: [F:23][C:2]([F:1])([F:22])[C:3]1[CH:21]=[CH:20][CH:19]=[CH:18][C:4]=1[O:5][CH:6]1[CH2:11][CH2:10][N:9]([C:12]2[S:16][C:15]([NH:17][C:31](=[O:33])[CH3:32])=[N:14][N:13]=2)[CH2:8][CH2:7]1. The catalyst class is: 1.